This data is from Reaction yield outcomes from USPTO patents with 853,638 reactions. The task is: Predict the reaction yield, written as a fraction of the theoretical maximum amount of product (1.0 means a 100% yield; for example, 0.34 means a 34% yield). (1) The reactants are Cl[C:2]1[S:3][C:4]([C:8]([O:10][CH2:11][CH3:12])=[O:9])=[C:5]([CH3:7])[N:6]=1.[C:13]1([OH:19])[CH:18]=[CH:17][CH:16]=[CH:15][CH:14]=1.C([O-])([O-])=O.[K+].[K+].O. The catalyst is CC(C)=O. The product is [CH3:7][C:5]1[N:6]=[C:2]([O:19][C:13]2[CH:18]=[CH:17][CH:16]=[CH:15][CH:14]=2)[S:3][C:4]=1[C:8]([O:10][CH2:11][CH3:12])=[O:9]. The yield is 0.560. (2) The reactants are [CH:1]1[C:14]2[CH:13]=[C:12](B(O)O)[C:11]3[C:6](=[CH:7][CH:8]=[CH:9][CH:10]=3)[C:5]=2[CH:4]=[CH:3][CH:2]=1.Br[C:19]1[CH:20]=[C:21]([C:26]2[N:31]=[C:30]([C:32]3[CH:37]=[CH:36][CH:35]=[CH:34][CH:33]=3)[N:29]=[C:28]([C:38]3[CH:43]=[CH:42][CH:41]=[CH:40][CH:39]=3)[N:27]=2)[CH:22]=[C:23](Br)[CH:24]=1.[OH-].[Na+]. The catalyst is O1CCCC1.Cl[Pd](Cl)([P](C1C=CC=CC=1)(C1C=CC=CC=1)C1C=CC=CC=1)[P](C1C=CC=CC=1)(C1C=CC=CC=1)C1C=CC=CC=1. The product is [CH:1]1[C:14]2[CH:13]=[C:12]([C:19]3[CH:20]=[C:21]([C:26]4[N:31]=[C:30]([C:32]5[CH:37]=[CH:36][CH:35]=[CH:34][CH:33]=5)[N:29]=[C:28]([C:38]5[CH:43]=[CH:42][CH:41]=[CH:40][CH:39]=5)[N:27]=4)[CH:22]=[C:23]([C:13]4[C:14]5[C:5]([C:6]6[CH:7]=[CH:8][CH:9]=[CH:10][C:11]=6[CH:12]=4)=[CH:4][CH:3]=[CH:2][CH:1]=5)[CH:24]=3)[C:11]3[C:6](=[CH:7][CH:8]=[CH:9][CH:10]=3)[C:5]=2[CH:4]=[CH:3][CH:2]=1. The yield is 0.660. (3) The reactants are [Cl:1][C:2]1[CH:3]=[C:4]2[C:9](=[CH:10][CH:11]=1)[NH:8][C:7](=[O:12])[CH:6]=[CH:5]2.[H-].[Na+].Br[CH2:16][CH2:17][CH2:18]Cl.C([O-])([O-])=O.[K+].[K+].[CH2:26]([CH:30]1[CH2:35][CH2:34][NH:33][CH2:32][CH2:31]1)[CH2:27][CH2:28][CH3:29]. The catalyst is CCOCC.CC#N.CCOC(C)=O.CN(C=O)C. The product is [CH2:26]([CH:30]1[CH2:35][CH2:34][N:33]([CH2:16][CH2:17][CH2:18][N:8]2[C:9]3[C:4](=[CH:3][C:2]([Cl:1])=[CH:11][CH:10]=3)[CH:5]=[CH:6][C:7]2=[O:12])[CH2:32][CH2:31]1)[CH2:27][CH2:28][CH3:29]. The yield is 0.190. (4) The reactants are [CH3:1][N:2]([C:10]1[C:19]2[C:14](=[CH:15][CH:16]=[CH:17][CH:18]=2)[N:13]=[C:12]([CH3:20])[N:11]=1)[C:3]1[CH:8]=[CH:7][C:6]([NH2:9])=[CH:5][CH:4]=1.CCN(CC)CC.[CH3:28][S:29](Cl)(=[O:31])=[O:30]. The catalyst is C(Cl)Cl. The product is [CH3:1][N:2]([C:10]1[C:19]2[C:14](=[CH:15][CH:16]=[CH:17][CH:18]=2)[N:13]=[C:12]([CH3:20])[N:11]=1)[C:3]1[CH:4]=[CH:5][C:6]([NH:9][S:29]([CH3:28])(=[O:31])=[O:30])=[CH:7][CH:8]=1. The yield is 0.150. (5) The reactants are [NH2:1][C:2]1[O:6][N:5]=[C:4]([C:7]2[CH:12]=[CH:11][CH:10]=[CH:9][C:8]=2[O:13][C:14]([F:17])([F:16])[F:15])[C:3]=1[C:18]([OH:20])=O.Cl.C(N=C=NCCCN(C)C)C.[F:33][C:34]([F:48])([F:47])[C:35]1[CH:36]=[C:37]([N:41]2[CH2:46][CH2:45][NH:44][CH2:43][CH2:42]2)[CH:38]=[CH:39][CH:40]=1. The catalyst is ClCCl. The product is [NH2:1][C:2]1[O:6][N:5]=[C:4]([C:7]2[CH:12]=[CH:11][CH:10]=[CH:9][C:8]=2[O:13][C:14]([F:15])([F:16])[F:17])[C:3]=1[C:18]([N:44]1[CH2:43][CH2:42][N:41]([C:37]2[CH:38]=[CH:39][CH:40]=[C:35]([C:34]([F:47])([F:48])[F:33])[CH:36]=2)[CH2:46][CH2:45]1)=[O:20]. The yield is 0.690.